From a dataset of Human Reference Interactome with 51,813 positive PPI pairs across 8,248 proteins, plus equal number of experimentally-validated negative pairs. Binary Classification. Given two protein amino acid sequences, predict whether they physically interact or not. (1) Protein 1 (ENSG00000176472) has sequence MLERGAESAAGATDPSPTGKEPVTKEAPHQGPPQKPSQSAPGPTASAGSPPRPRRRPPPQRPHRCPDCDKAFSYPSKLATHRLAHGGARPHPCPDCPKAFSYPSKLAAHRLTHSGARPHPCPHCPKSFGHRSKLAAHLWTHAPTRPYPCPDCPKSFCYPSKLAAHRHTHHATDARPYPCPHCPKAFSFPSKLAAHRLCHDPPTAPGSQATAWHRCSSCGQAFGQRRLLLLHQRSHHQVEHKGERD*MSLVPGLTSIEQPQPQLLDQLGIPRRCFQDWVDQNGLPGLSVTQQIRGITLLRR.... Protein 2 (ENSG00000198369) has sequence MTEETHPDDDSYIVRVKAVVMTRDDSSGGWFPQEGGGISRVGVCKVMHPEGNGRSGFLIHGERQKDKLVVLECYVRKDLVYTKANPTFHHWKVDNRKFGLTFQSPADARAFDRGVRKAIEDLIEGSTTSSSTIHNEAELGDDDVFTTATDSSSNSSQKREQPTRTISSPTSCEHRRIYTLGHLHDSYPTDHYHLDQPMPRPYRQVSFPDDDEEIVRINPREKIWMTGYEDYRHAPVRGKYPDPSEDADSSYVRFAKGEVPKHDYNYPYVDSSDFGLGEDPKGRGGSVIKTQPSRGKSRRR.... Result: 1 (the proteins interact). (2) Protein 1 (ENSG00000074842) has sequence MAAPSGGWNGVGASLWAALLLGAVALRPAEAVSEPTTVAFDVRPGGVVHSFSHNVGPGDKYTCMFTYASQGGTNEQWQMSLGTSEDHQHFTCTIWRPQGKSYLYFTQFKAEVRGAEIEYAMAYSKAAFERESDVPLKTEEFEVTKTAVAHRPGAFKAELSKLVIVAKASRTEL*XHQHFTCTIWRPQGKSYLYFTQFKAEVRGAEIEYAMAYSKAAFERESDVPLKTEEFEVTKTAVISAPQEKGDDQPHWTDGETEA*MAAPSGGWNGVGASLWAALLLGAVALRPAEAVSEPTTVAFD.... Protein 2 (ENSG00000115756) has sequence MGKQNSKLRPEVLQDLRENTEFTDHELQEWYKGFLKDCPTGHLTVDEFKKIYANFFPYGDASKFAEHVFRTFDTNGDGTIDFREFIIALSVTSRGKLEQKLKWAFSMYDLDGNGYISRSEMLEIVQAIYKMVSSVMKMPEDESTPEKRTDKIFRQMDTNNDGKLSLEEFIRGAKSDPSIVRLLQCDPSSASQF*XLSVTSRGKLEQKLKWAFSMYDLDGNGYISRSEMLEIVQAIYKMVSSVMKMPEDESTPEKRTDKIFRQMDTNNDVSLGKPPMVTRCPNLPPGLALPTSSEGIF*MG.... Result: 1 (the proteins interact).